This data is from NCI-60 drug combinations with 297,098 pairs across 59 cell lines. The task is: Regression. Given two drug SMILES strings and cell line genomic features, predict the synergy score measuring deviation from expected non-interaction effect. Drug 1: CNC(=O)C1=CC=CC=C1SC2=CC3=C(C=C2)C(=NN3)C=CC4=CC=CC=N4. Drug 2: C1C(C(OC1N2C=C(C(=O)NC2=O)F)CO)O. Cell line: HT29. Synergy scores: CSS=33.6, Synergy_ZIP=-2.19, Synergy_Bliss=-4.59, Synergy_Loewe=-19.3, Synergy_HSA=-5.11.